Dataset: Peptide-MHC class I binding affinity with 185,985 pairs from IEDB/IMGT. Task: Regression. Given a peptide amino acid sequence and an MHC pseudo amino acid sequence, predict their binding affinity value. This is MHC class I binding data. (1) The peptide sequence is EVAEKDAMY. The MHC is HLA-B08:01 with pseudo-sequence HLA-B08:01. The binding affinity (normalized) is 0.0847. (2) The peptide sequence is AETHVTGGNA. The binding affinity (normalized) is 0. The MHC is Patr-B2401 with pseudo-sequence Patr-B2401. (3) The peptide sequence is FTNKLINGY. The MHC is HLA-A02:12 with pseudo-sequence HLA-A02:12. The binding affinity (normalized) is 0.0847.